From a dataset of Catalyst prediction with 721,799 reactions and 888 catalyst types from USPTO. Predict which catalyst facilitates the given reaction. (1) Reactant: [C:1]([NH:4][C:5]1[S:6][C:7]2[C:13]3[N:14]([CH:20]4[CH2:25][CH2:24][N:23](C(C5CCN(C(OC(C)(C)C)=O)CC5)=O)[CH2:22][CH2:21]4)[N:15]=[C:16]([CH:17]4[CH2:19][CH2:18]4)[C:12]=3[CH2:11][CH2:10][C:8]=2[N:9]=1)(=[O:3])[CH3:2].FC(F)(F)C(O)=O. Product: [CH:17]1([C:16]2[C:12]3[CH2:11][CH2:10][C:8]4[N:9]=[C:5]([NH:4][C:1](=[O:3])[CH3:2])[S:6][C:7]=4[C:13]=3[N:14]([CH:20]3[CH2:21][CH2:22][NH:23][CH2:24][CH2:25]3)[N:15]=2)[CH2:18][CH2:19]1. The catalyst class is: 4. (2) Reactant: [N:1]1[C:2]([C:10]([OH:12])=O)=[CH:3][N:4]2[CH:9]=[CH:8][CH:7]=[CH:6][C:5]=12.CN(C(ON1N=NC2C=CC=NC1=2)=[N+](C)C)C.F[P-](F)(F)(F)(F)F.C1C=NC2N(O)N=NC=2C=1.Cl.[NH2:48][CH:49]1[CH2:54][CH2:53][CH:52]([N:55]2[C:60](=[O:61])[C:59]3[CH:62]=[C:63]([F:66])[CH:64]=[N:65][C:58]=3[N:57]([CH:67]3[CH2:71][CH2:70][CH2:69][CH2:68]3)[C:56]2=[O:72])[CH2:51][CH2:50]1.C(N(C(C)C)C(C)C)C. Product: [CH:67]1([N:57]2[C:58]3[N:65]=[CH:64][C:63]([F:66])=[CH:62][C:59]=3[C:60](=[O:61])[N:55]([CH:52]3[CH2:53][CH2:54][CH:49]([NH:48][C:10]([C:2]4[N:1]=[C:5]5[CH:6]=[CH:7][CH:8]=[CH:9][N:4]5[CH:3]=4)=[O:12])[CH2:50][CH2:51]3)[C:56]2=[O:72])[CH2:68][CH2:69][CH2:70][CH2:71]1. The catalyst class is: 60. (3) Reactant: C([N:8]1[CH2:12][C@H:11]([C:13]2[CH:18]=[CH:17][C:16]([Cl:19])=[CH:15][CH:14]=2)[C@@H:10]([C@@H:20]([O:22][C:23]2[CH:28]=[CH:27][C:26]([Cl:29])=[CH:25][N:24]=2)[CH3:21])[CH2:9]1)C1C=CC=CC=1.ClC(OC(Cl)C)=O.CCN(C(C)C)C(C)C. Product: [Cl:29][C:26]1[CH:27]=[CH:28][C:23]([O:22][C@H:20]([C@@H:10]2[C@@H:11]([C:13]3[CH:14]=[CH:15][C:16]([Cl:19])=[CH:17][CH:18]=3)[CH2:12][NH:8][CH2:9]2)[CH3:21])=[N:24][CH:25]=1. The catalyst class is: 11.